This data is from Full USPTO retrosynthesis dataset with 1.9M reactions from patents (1976-2016). The task is: Predict the reactants needed to synthesize the given product. (1) Given the product [CH2:1]([C@H:5]1[CH2:10][CH2:9][C@H:8]([CH2:11][O:12][C:13]2[CH:18]=[CH:17][C:16]([OH:27])=[C:15]([F:19])[C:14]=2[F:20])[CH2:7][CH2:6]1)[CH2:2][CH:3]=[CH2:4], predict the reactants needed to synthesize it. The reactants are: [CH2:1]([C@H:5]1[CH2:10][CH2:9][C@H:8]([CH2:11][O:12][C:13]2[CH:18]=[CH:17][CH:16]=[C:15]([F:19])[C:14]=2[F:20])[CH2:7][CH2:6]1)[CH2:2][CH:3]=[CH2:4].C([Li])(CC)C.B(OC)(OC)[O:27]C.OO.Cl. (2) Given the product [C:9]1([C:15](=[O:7])[C:16]([C:18]2[CH:23]=[CH:22][CH:21]=[C:20]([C:24]([F:25])([F:26])[F:27])[CH:19]=2)=[O:17])[CH:10]=[CH:11][CH:12]=[CH:13][CH:14]=1, predict the reactants needed to synthesize it. The reactants are: BrN1C(=[O:7])CCC1=O.[C:9]1([CH2:15][C:16]([C:18]2[CH:23]=[CH:22][CH:21]=[C:20]([C:24]([F:27])([F:26])[F:25])[CH:19]=2)=[O:17])[CH:14]=[CH:13][CH:12]=[CH:11][CH:10]=1. (3) Given the product [CH2:4]([O:11][CH2:12][C@@:13]1([C:17]([O:16][CH3:15])=[O:18])[CH2:25][CH2:24][CH2:23][NH:14]1)[C:5]1[CH:6]=[CH:7][CH:8]=[CH:9][CH:10]=1, predict the reactants needed to synthesize it. The reactants are: C[O-].[Na+].[CH2:4]([O:11][CH2:12][C@@:13]12[CH2:25][CH2:24][CH2:23][N:14]1[C@@H:15](C(Cl)(Cl)Cl)[O:16][C:17]2=[O:18])[C:5]1[CH:10]=[CH:9][CH:8]=[CH:7][CH:6]=1.C(Cl)(=O)C. (4) Given the product [CH3:39][N:7]([CH3:6])[CH2:8][CH2:9][N:10]([CH3:38])[C:11]1[CH:16]=[C:15]([O:17][CH3:18])[C:14]([NH:19][C:20]2[N:25]=[C:24]([C:26]3[C:34]4[C:29](=[CH:30][CH:31]=[CH:32][CH:33]=4)[N:28]([CH3:35])[CH:27]=3)[C:23]([CH3:36])=[CH:22][N:21]=2)=[CH:13][C:12]=1[NH:37][C:1](=[O:4])[CH:2]=[CH2:3], predict the reactants needed to synthesize it. The reactants are: [C:1](Cl)(=[O:4])[CH:2]=[CH2:3].[CH3:6][N:7]([CH3:39])[CH2:8][CH2:9][N:10]([CH3:38])[C:11]1[C:12]([NH2:37])=[CH:13][C:14]([NH:19][C:20]2[N:25]=[C:24]([C:26]3[C:34]4[C:29](=[CH:30][CH:31]=[CH:32][CH:33]=4)[N:28]([CH3:35])[CH:27]=3)[C:23]([CH3:36])=[CH:22][N:21]=2)=[C:15]([O:17][CH3:18])[CH:16]=1.CCN(C(C)C)C(C)C. (5) The reactants are: [Cl:1][C:2]1[CH:3]=[C:4]([NH:9][CH2:10][C:11]([N:13]2[CH2:22][CH:21]([NH:23][C:24]3[C:25]4[CH:32]=[CH:31][N:30](S(C5C=CC(C)=CC=5)(=O)=O)[C:26]=4[N:27]=[CH:28][N:29]=3)[C:20]3[C:15](=[CH:16][CH:17]=[CH:18][CH:19]=3)[CH2:14]2)=[O:12])[CH:5]=[C:6]([Cl:8])[CH:7]=1.C([O-])([O-])=O.[K+].[K+]. Given the product [Cl:8][C:6]1[CH:5]=[C:4]([NH:9][CH2:10][C:11]([N:13]2[CH2:22][CH:21]([NH:23][C:24]3[C:25]4[CH:32]=[CH:31][NH:30][C:26]=4[N:27]=[CH:28][N:29]=3)[C:20]3[C:15](=[CH:16][CH:17]=[CH:18][CH:19]=3)[CH2:14]2)=[O:12])[CH:3]=[C:2]([Cl:1])[CH:7]=1, predict the reactants needed to synthesize it.